From a dataset of Catalyst prediction with 721,799 reactions and 888 catalyst types from USPTO. Predict which catalyst facilitates the given reaction. (1) Reactant: [OH:1][C:2]1[CH:6]=[C:5]([C:7]([O:9]C)=[O:8])[S:4][N:3]=1.[OH-].[Na+]. Product: [OH:1][C:2]1[CH:6]=[C:5]([C:7]([OH:9])=[O:8])[S:4][N:3]=1. The catalyst class is: 5. (2) Reactant: Br[C:2]1[CH:3]=[C:4]2[C:8](=[CH:9][CH:10]=1)[NH:7][C:6]([CH3:11])=[CH:5]2.[H-].[Na+].[Li]C(C)(C)C.[CH3:19][C:20]1([CH3:31])[C:24]([CH3:26])([CH3:25])[O:23][B:22](OC(C)C)[O:21]1. Product: [CH3:11][C:6]1[NH:7][C:8]2[C:4]([CH:5]=1)=[CH:3][C:2]([B:22]1[O:23][C:24]([CH3:26])([CH3:25])[C:20]([CH3:31])([CH3:19])[O:21]1)=[CH:10][CH:9]=2. The catalyst class is: 7. (3) Reactant: [F:1][C:2]1[CH:11]=[C:10]([C:12]2[N:17]=[C:16]3[N:18]([CH2:21][C:22]4[CH:23]=[C:24]5[C:29](=[CH:30][C:31]=4[F:32])[N:28]=[CH:27][CH:26]=[CH:25]5)[N:19]=[N:20][C:15]3=[CH:14][CH:13]=2)[CH:9]=[CH:8][C:3]=1[C:4]([O:6]C)=[O:5].[OH-].[Li+].C1COCC1.Cl. Product: [F:1][C:2]1[CH:11]=[C:10]([C:12]2[N:17]=[C:16]3[N:18]([CH2:21][C:22]4[CH:23]=[C:24]5[C:29](=[CH:30][C:31]=4[F:32])[N:28]=[CH:27][CH:26]=[CH:25]5)[N:19]=[N:20][C:15]3=[CH:14][CH:13]=2)[CH:9]=[CH:8][C:3]=1[C:4]([OH:6])=[O:5]. The catalyst class is: 24. (4) Product: [CH2:1]([N:8]([CH3:27])[C:9]([CH:11]1[C:23]2[C:22]3[C:17](=[CH:18][CH:19]=[CH:20][CH:21]=3)[N:16]([CH2:24][CH2:25][O:26][S:35]([CH3:34])(=[O:37])=[O:36])[C:15]=2[CH2:14][CH2:13][CH2:12]1)=[O:10])[C:2]1[CH:3]=[CH:4][CH:5]=[CH:6][CH:7]=1. Reactant: [CH2:1]([N:8]([CH3:27])[C:9]([CH:11]1[C:23]2[C:22]3[C:17](=[CH:18][CH:19]=[CH:20][CH:21]=3)[N:16]([CH2:24][CH2:25][OH:26])[C:15]=2[CH2:14][CH2:13][CH2:12]1)=[O:10])[C:2]1[CH:7]=[CH:6][CH:5]=[CH:4][CH:3]=1.N1C=CC=CC=1.[CH3:34][S:35](Cl)(=[O:37])=[O:36]. The catalyst class is: 4. (5) Reactant: Cl[C:2]1[C:7]([I:8])=[C:6]([C:9]([F:12])([F:11])[F:10])[N:5]=[C:4](S(C(C)C)(=O)=O)[N:3]=1.[NH:19]1[CH2:23][CH2:22][CH2:21][C:20]1=[O:24].[H-].[Na+].[NH:27]1[CH:31]=[CH:30][N:29]=[CH:28]1. Product: [N:27]1([C:2]2[C:7]([I:8])=[C:6]([C:9]([F:10])([F:11])[F:12])[N:5]=[C:4]([N:19]3[CH2:23][CH2:22][CH2:21][C:20]3=[O:24])[N:3]=2)[CH:31]=[CH:30][N:29]=[CH:28]1. The catalyst class is: 30. (6) Reactant: [NH2:1][C:2]1[C:7]([C:8]#[N:9])=[C:6]([CH:10]2[CH2:15][CH2:14][CH2:13][CH2:12][O:11]2)[C:5]([C:16]#[N:17])=[C:4](S)[N:3]=1.ClC[C:21]1[CH:22]=[C:23]([CH:27]=[CH:28][CH:29]=1)[C:24]([NH2:26])=[O:25].C(=O)(O)[O-].[Na+].NC1C(C#N)=C(C2CCCCO2)C(C#N)=[C:38]([S:52]CC2N=C(C3C=CC(Cl)=CC=3)SC=2)N=1. Product: [NH2:1][C:2]1[N:3]=[C:4]([CH:38]([C:22]2[CH:21]=[CH:29][CH:28]=[CH:27][C:23]=2[C:24]([NH2:26])=[O:25])[SH:52])[C:5]([C:16]#[N:17])=[C:6]([CH:10]2[CH2:15][CH2:14][CH2:13][CH2:12][O:11]2)[C:7]=1[C:8]#[N:9]. The catalyst class is: 3. (7) Reactant: [NH2:1][C:2]1[CH:7]=[C:6]([S:8][C:9]([F:12])([F:11])[F:10])[CH:5]=[CH:4][C:3]=1[OH:13].CCN=C=NCCCN(C)C.[C:25](O)(=[O:32])[C:26]1[CH:31]=[CH:30][N:29]=[CH:28][CH:27]=1.N1C=CC=CC=1. Product: [OH:13][C:3]1[CH:4]=[CH:5][C:6]([S:8][C:9]([F:12])([F:10])[F:11])=[CH:7][C:2]=1[NH:1][C:25](=[O:32])[C:26]1[CH:31]=[CH:30][N:29]=[CH:28][CH:27]=1. The catalyst class is: 6.